This data is from Peptide-MHC class II binding affinity with 134,281 pairs from IEDB. The task is: Regression. Given a peptide amino acid sequence and an MHC pseudo amino acid sequence, predict their binding affinity value. This is MHC class II binding data. (1) The peptide sequence is LQDVVNQNAQALNTL. The MHC is DRB1_0101 with pseudo-sequence DRB1_0101. The binding affinity (normalized) is 0.644. (2) The peptide sequence is PKGISRMSMAMGTMA. The MHC is DRB3_0202 with pseudo-sequence DRB3_0202. The binding affinity (normalized) is 0.528. (3) The peptide sequence is GDNACKRTYSDRGWG. The MHC is HLA-DQA10201-DQB10303 with pseudo-sequence HLA-DQA10201-DQB10303. The binding affinity (normalized) is 0. (4) The peptide sequence is WNTDIKTLKFDALSG. The MHC is DRB1_0701 with pseudo-sequence DRB1_0701. The binding affinity (normalized) is 0.373. (5) The peptide sequence is IYEPEDLGNCLNKSD. The MHC is DRB1_0901 with pseudo-sequence DRB1_0901. The binding affinity (normalized) is 0.204. (6) The peptide sequence is AALHPFALLLVLAGWK. The MHC is DRB1_0404 with pseudo-sequence DRB1_0404. The binding affinity (normalized) is 0.501. (7) The peptide sequence is VRVWDVKNAELLNNQ. The MHC is DRB1_1501 with pseudo-sequence DRB1_1501. The binding affinity (normalized) is 0.157. (8) The peptide sequence is TVYVGIVTMLSPMLHK. The MHC is HLA-DQA10201-DQB10301 with pseudo-sequence HLA-DQA10201-DQB10301. The binding affinity (normalized) is 0.644.